Predict the reactants needed to synthesize the given product. From a dataset of Full USPTO retrosynthesis dataset with 1.9M reactions from patents (1976-2016). (1) Given the product [Br:28][C:25]1[CH:24]=[CH:23][C:22]([CH2:21][C:9]2[C:10]3[CH:11]=[C:12]4[O:20][CH2:19][O:18][C:13]4=[CH:14][C:15]=3[CH2:16][CH2:17][N:8]=2)=[CH:27][CH:26]=1, predict the reactants needed to synthesize it. The reactants are: C(OC([N:8]1[CH2:17][CH2:16][C:15]2[CH:14]=[C:13]3[O:18][CH2:19][O:20][C:12]3=[CH:11][C:10]=2[CH:9]1[CH2:21][C:22]1[CH:27]=[CH:26][C:25]([Br:28])=[CH:24][CH:23]=1)=O)(C)(C)C.Cl.O1C2C=CC(CCN)=CC=2OC1.BrC1C=CC(CC(O)=O)=CC=1.O=P(Cl)(Cl)Cl. (2) Given the product [Cl:36][C:29]1[C:28](=[O:35])[N:27]([CH:24]2[CH2:26][CH2:25]2)[CH:32]=[C:31]([CH:33]2[O:18][N:17]=[C:16]([C:14]3[N:13]=[C:12]([CH3:19])[N:11]=[C:10]([C:8]([NH:7][CH2:6][C:5]4[CH:20]=[CH:21][C:2]([F:1])=[C:3]([O:22][CH3:23])[CH:4]=4)=[O:9])[CH:15]=3)[CH2:34]2)[CH:30]=1, predict the reactants needed to synthesize it. The reactants are: [F:1][C:2]1[CH:21]=[CH:20][C:5]([CH2:6][NH:7][C:8]([C:10]2[CH:15]=[C:14]([CH:16]=[N:17][OH:18])[N:13]=[C:12]([CH3:19])[N:11]=2)=[O:9])=[CH:4][C:3]=1[O:22][CH3:23].[CH:24]1([N:27]2[CH:32]=[C:31]([CH:33]=[CH2:34])[CH:30]=[CH:29][C:28]2=[O:35])[CH2:26][CH2:25]1.[Cl:36][O-].[Na+]. (3) Given the product [ClH:31].[NH2:21][C@@H:19]1[CH2:20][C@H:18]1[C:15]1[CH:14]=[CH:13][C:12]([NH:11][C:9](=[O:10])[C:5]2[CH:6]=[CH:7][CH:8]=[C:3]([C:2]([F:29])([F:30])[F:1])[CH:4]=2)=[CH:17][CH:16]=1, predict the reactants needed to synthesize it. The reactants are: [F:1][C:2]([F:30])([F:29])[C:3]1[CH:4]=[C:5]([C:9]([NH:11][C:12]2[CH:17]=[CH:16][C:15]([C@@H:18]3[CH2:20][C@H:19]3[NH:21]C(=O)OC(C)(C)C)=[CH:14][CH:13]=2)=[O:10])[CH:6]=[CH:7][CH:8]=1.[ClH:31].C(OCC)(=O)C. (4) Given the product [N:21]1([C:19]2[N:20]=[C:15]([N:14]3[C:8]4[CH:7]=[C:6]([C:4]5[CH:5]=[N:1][N:2]([CH2:36][CH2:37][F:38])[CH:3]=5)[N:11]=[CH:10][C:9]=4[CH:12]=[N:13]3)[CH:16]=[CH:17][CH:18]=2)[CH2:27][CH2:26][CH2:25][NH:24][CH2:23][CH2:22]1, predict the reactants needed to synthesize it. The reactants are: [NH:1]1[CH:5]=[C:4]([C:6]2[N:11]=[CH:10][C:9]3[CH:12]=[N:13][N:14]([C:15]4[N:20]=[C:19]([N:21]5[CH2:27][CH2:26][CH2:25][N:24](C(OC(C)(C)C)=O)[CH2:23][CH2:22]5)[CH:18]=[CH:17][CH:16]=4)[C:8]=3[CH:7]=2)[CH:3]=[N:2]1.Br[CH2:36][CH2:37][F:38]. (5) Given the product [Cl:2][C:3]1[CH:4]=[CH:5][C:6]([CH2:7][C:8]2([NH2:14])[CH2:9][CH2:10][N:11]([C:18]3[C:19]4[CH:26]=[CH:25][NH:24][C:20]=4[N:21]=[CH:22][N:23]=3)[CH2:12][CH2:13]2)=[CH:15][CH:16]=1, predict the reactants needed to synthesize it. The reactants are: Cl.[Cl:2][C:3]1[CH:16]=[CH:15][C:6]([CH2:7][C:8]2([NH2:14])[CH2:13][CH2:12][NH:11][CH2:10][CH2:9]2)=[CH:5][CH:4]=1.Cl[C:18]1[C:19]2[CH:26]=[CH:25][NH:24][C:20]=2[N:21]=[CH:22][N:23]=1.C(N(CC)CC)C. (6) The reactants are: [CH2:1]([C:3]([C:25]1[CH:30]=[CH:29][C:28]([OH:31])=[C:27]([CH3:32])[CH:26]=1)([C:6]1[CH:11]=[CH:10][C:9](/[CH:12]=[CH:13]/[C:14]([OH:23])([C:19]([F:22])([F:21])[F:20])[C:15]([F:18])([F:17])[F:16])=[C:8]([CH3:24])[CH:7]=1)[CH2:4][CH3:5])[CH3:2].[H-].[Na+].[CH3:35][O:36][CH2:37]Cl.[NH4+].[Cl-]. Given the product [CH2:1]([C:3]([C:25]1[CH:30]=[CH:29][C:28]([OH:31])=[C:27]([CH3:32])[CH:26]=1)([C:6]1[CH:11]=[CH:10][C:9](/[CH:12]=[CH:13]/[C:14]([O:23][CH2:35][O:36][CH3:37])([C:19]([F:20])([F:21])[F:22])[C:15]([F:18])([F:17])[F:16])=[C:8]([CH3:24])[CH:7]=1)[CH2:4][CH3:5])[CH3:2], predict the reactants needed to synthesize it. (7) Given the product [C:1]([CH:3]1[CH2:4][N:5]([C:7](=[O:44])[C@H:8]([NH:10][C:11]([C:13]2[C:21]3[C:16](=[N:17][CH:18]=[C:19]([C:22]4[C:30]5[C:25](=[CH:26][C:27]([C:31]([CH3:33])([CH3:32])[CH3:34])=[CH:28][CH:29]=5)[N:24]([CH3:35])[N:23]=4)[N:20]=3)[NH:15][CH:14]=2)=[O:12])[CH3:9])[CH2:6]1)#[N:2], predict the reactants needed to synthesize it. The reactants are: [C:1]([CH:3]1[CH2:6][N:5]([C:7](=[O:44])[C@H:8]([NH:10][C:11]([C:13]2[C:21]3[C:16](=[N:17][CH:18]=[C:19]([C:22]4[C:30]5[C:25](=[CH:26][C:27]([C:31]([CH3:34])([CH3:33])[CH3:32])=[CH:28][CH:29]=5)[N:24]([CH3:35])[N:23]=4)[N:20]=3)[N:15](COCC[Si](C)(C)C)[CH:14]=2)=[O:12])[CH3:9])[CH2:4]1)#[N:2].C(O)(C(F)(F)F)=O.